From a dataset of Reaction yield outcomes from USPTO patents with 853,638 reactions. Predict the reaction yield, written as a fraction of the theoretical maximum amount of product (1.0 means a 100% yield; for example, 0.34 means a 34% yield). (1) The reactants are C([O-])=O.[NH4+].[F:5][C:6]1[CH:24]=[CH:23][CH:22]=[CH:21][C:7]=1[CH2:8][C:9]1[C:17]2[C:12](=[CH:13][CH:14]=[C:15]([N+:18]([O-])=O)[CH:16]=2)[NH:11][N:10]=1. The catalyst is CO.C1COCC1.CO.[Pd]. The product is [F:5][C:6]1[CH:24]=[CH:23][CH:22]=[CH:21][C:7]=1[CH2:8][C:9]1[C:17]2[C:12](=[CH:13][CH:14]=[C:15]([NH2:18])[CH:16]=2)[NH:11][N:10]=1. The yield is 0.880. (2) The reactants are C(OC([N:8](C(OC(C)(C)C)=O)[C:9]1[N:10]=[CH:11][C:12]([C:32]2[CH:33]=[C:34]([CH2:38][CH2:39][NH:40][C:41]([CH3:51])([C:43]([O:45][CH:46]3[CH2:50][CH2:49][CH2:48][CH2:47]3)=[O:44])[CH3:42])[CH:35]=[CH:36][CH:37]=2)=[N:13][C:14]=1[N:15](C(OC(C)(C)C)=O)[CH2:16][C:17]1[C:22]([Cl:23])=[CH:21][CH:20]=[CH:19][C:18]=1[Cl:24])=O)(C)(C)C. The catalyst is Cl.C(OCC)C.O1CCOCC1. The product is [NH2:8][C:9]1[N:10]=[CH:11][C:12]([C:32]2[CH:33]=[C:34]([CH2:38][CH2:39][NH:40][C:41]([CH3:51])([C:43]([O:45][CH:46]3[CH2:50][CH2:49][CH2:48][CH2:47]3)=[O:44])[CH3:42])[CH:35]=[CH:36][CH:37]=2)=[N:13][C:14]=1[NH:15][CH2:16][C:17]1[C:22]([Cl:23])=[CH:21][CH:20]=[CH:19][C:18]=1[Cl:24]. The yield is 0.360.